Dataset: NCI-60 drug combinations with 297,098 pairs across 59 cell lines. Task: Regression. Given two drug SMILES strings and cell line genomic features, predict the synergy score measuring deviation from expected non-interaction effect. (1) Drug 1: CNC(=O)C1=CC=CC=C1SC2=CC3=C(C=C2)C(=NN3)C=CC4=CC=CC=N4. Drug 2: CC1=C(C=C(C=C1)NC(=O)C2=CC=C(C=C2)CN3CCN(CC3)C)NC4=NC=CC(=N4)C5=CN=CC=C5. Cell line: HCC-2998. Synergy scores: CSS=0.705, Synergy_ZIP=1.26, Synergy_Bliss=-0.411, Synergy_Loewe=-8.21, Synergy_HSA=-4.39. (2) Drug 1: C1=CC=C(C(=C1)C(C2=CC=C(C=C2)Cl)C(Cl)Cl)Cl. Drug 2: C1C(C(OC1N2C=NC3=C2NC=NCC3O)CO)O. Cell line: OVCAR-4. Synergy scores: CSS=1.54, Synergy_ZIP=4.51, Synergy_Bliss=-2.51, Synergy_Loewe=-0.489, Synergy_HSA=-2.13. (3) Drug 1: CC1C(C(CC(O1)OC2CC(OC(C2O)C)OC3=CC4=CC5=C(C(=O)C(C(C5)C(C(=O)C(C(C)O)O)OC)OC6CC(C(C(O6)C)O)OC7CC(C(C(O7)C)O)OC8CC(C(C(O8)C)O)(C)O)C(=C4C(=C3C)O)O)O)O. Drug 2: C1CC(=O)NC(=O)C1N2C(=O)C3=CC=CC=C3C2=O. Cell line: M14. Synergy scores: CSS=4.75, Synergy_ZIP=-0.256, Synergy_Bliss=-1.64, Synergy_Loewe=-52.5, Synergy_HSA=-3.58. (4) Drug 1: CN(C)C1=NC(=NC(=N1)N(C)C)N(C)C. Drug 2: CC(C)CN1C=NC2=C1C3=CC=CC=C3N=C2N. Cell line: NCI/ADR-RES. Synergy scores: CSS=-3.12, Synergy_ZIP=1.89, Synergy_Bliss=1.88, Synergy_Loewe=-0.705, Synergy_HSA=-0.561. (5) Drug 1: C1CN(P(=O)(OC1)NCCCl)CCCl. Drug 2: C1C(C(OC1N2C=NC3=C2NC=NCC3O)CO)O. Cell line: MCF7. Synergy scores: CSS=1.90, Synergy_ZIP=1.30, Synergy_Bliss=2.76, Synergy_Loewe=-0.441, Synergy_HSA=0.354.